The task is: Regression/Classification. Given a drug SMILES string, predict its absorption, distribution, metabolism, or excretion properties. Task type varies by dataset: regression for continuous measurements (e.g., permeability, clearance, half-life) or binary classification for categorical outcomes (e.g., BBB penetration, CYP inhibition). For this dataset (solubility_aqsoldb), we predict Y.. This data is from Aqueous solubility values for 9,982 compounds from the AqSolDB database. (1) The compound is O=C1OCc2ccccc21. The Y is -0.863 log mol/L. (2) The compound is CCCN(CCCl)c1c([N+](=O)[O-])cc(C(F)(F)F)cc1[N+](=O)[O-]. The Y is -5.60 log mol/L. (3) The molecule is FC(F)(F)C(F)(F)C(F)(F)F. The Y is -4.52 log mol/L. (4) The Y is -7.95 log mol/L. The compound is Clc1ccc(-c2cc(Cl)c(Cl)cc2Cl)c(Cl)c1. (5) The drug is CC1(C)C2CCC1(CS(=O)(=O)O)C(=O)C2. The Y is -0.300 log mol/L. (6) The drug is C=Cc1ccc(C(C)(C)C)cc1. The Y is -4.56 log mol/L. (7) The drug is CC(C)CC1(C)OCC(CO)O1. The Y is -0.706 log mol/L. (8) The compound is CCOC(C)C. The Y is -0.561 log mol/L.